Dataset: Reaction yield outcomes from USPTO patents with 853,638 reactions. Task: Predict the reaction yield, written as a fraction of the theoretical maximum amount of product (1.0 means a 100% yield; for example, 0.34 means a 34% yield). (1) The reactants are [NH2:1][C:2]1[C:11]2[C:6](=[C:7](Br)[CH:8]=[CH:9][CH:10]=2)[N:5]=[N:4][C:3]=1[C:13]([NH:15][CH2:16][CH2:17][CH3:18])=[O:14].[NH:19]1[C:27]2[C:22](=[CH:23][C:24](B(O)O)=[CH:25][CH:26]=2)[CH:21]=[CH:20]1. No catalyst specified. The product is [NH2:1][C:2]1[C:11]2[C:6](=[C:7]([C:24]3[CH:23]=[C:22]4[C:27](=[CH:26][CH:25]=3)[NH:19][CH:20]=[CH:21]4)[CH:8]=[CH:9][CH:10]=2)[N:5]=[N:4][C:3]=1[C:13]([NH:15][CH2:16][CH2:17][CH3:18])=[O:14]. The yield is 0.951. (2) The reactants are [CH:1]1([N:7]2[C:11]3[CH:12]=[CH:13][C:14]([C:16]([O:18][CH2:19][CH3:20])=[O:17])=[CH:15][C:10]=3[N:9]=[C:8]2[C:21]2[CH:26]=[CH:25][C:24]([O:27][C:28]3[CH:33]=[CH:32][CH:31]=[C:30]([OH:34])[CH:29]=3)=[CH:23][CH:22]=2)[CH2:6][CH2:5][CH2:4][CH2:3][CH2:2]1.[H-].[Na+].Cl.Cl[CH2:39][C:40]1[CH:45]=[CH:44][N:43]=[CH:42][CH:41]=1.O. The catalyst is CN(C)C=O. The product is [CH:1]1([N:7]2[C:11]3[CH:12]=[CH:13][C:14]([C:16]([O:18][CH2:19][CH3:20])=[O:17])=[CH:15][C:10]=3[N:9]=[C:8]2[C:21]2[CH:22]=[CH:23][C:24]([O:27][C:28]3[CH:33]=[CH:32][CH:31]=[C:30]([O:34][CH2:39][C:40]4[CH:45]=[CH:44][N:43]=[CH:42][CH:41]=4)[CH:29]=3)=[CH:25][CH:26]=2)[CH2:2][CH2:3][CH2:4][CH2:5][CH2:6]1. The yield is 0.820. (3) The reactants are Cl.[CH2:2]([O:4][C:5](=[O:8])[CH2:6][NH2:7])[CH3:3].N12CCCN=C1CCCCC2.[S:20]1[CH:24]=[CH:23][CH:22]=[C:21]1[CH2:25][C:26](Cl)=[O:27]. The catalyst is ClCCl. The product is [S:20]1[CH:24]=[CH:23][CH:22]=[C:21]1[CH2:25][C:26]([NH:7][CH2:6][C:5]([O:4][CH2:2][CH3:3])=[O:8])=[O:27]. The yield is 0.890. (4) The catalyst is O. The reactants are [Na].[CH3:2][OH:3].Cl[C:5]1[N:12]=[CH:11][CH:10]=[CH:9][C:6]=1[C:7]#[N:8]. The product is [CH3:2][O:3][C:5]1[N:12]=[CH:11][CH:10]=[CH:9][C:6]=1[C:7]#[N:8]. The yield is 0.810. (5) The reactants are [CH2:1]([N:8]1[C:21](=[O:22])[C:20]2[C:15](=[CH:16][CH:17]=[CH:18][CH:19]=2)[C:14]2[CH:13]=[C:12]([CH:23]=[C:24]3[S:28][C:27](=[O:29])[NH:26][C:25]3=[O:30])[CH:11]=[CH:10][C:9]1=2)[C:2]1[CH:7]=[CH:6][CH:5]=[CH:4][CH:3]=1.N1C=CC=CC=1.[BH4-].[Li+].Cl. The catalyst is C1COCC1. The product is [CH2:1]([N:8]1[C:21](=[O:22])[C:20]2[C:15](=[CH:16][CH:17]=[CH:18][CH:19]=2)[C:14]2[CH:13]=[C:12]([CH2:23][CH:24]3[S:28][C:27](=[O:29])[NH:26][C:25]3=[O:30])[CH:11]=[CH:10][C:9]1=2)[C:2]1[CH:3]=[CH:4][CH:5]=[CH:6][CH:7]=1. The yield is 0.360. (6) The reactants are [CH3:1][O:2][C@@H:3]([C@@H:21]1[CH2:25][CH2:24][CH2:23][N:22]1[C:26](=[O:45])[CH2:27][C@@H:28]([O:43][CH3:44])[C@@H:29]([N:34]([CH3:42])[C:35](=[O:41])[C@H:36]([CH:38]([CH3:40])[CH3:39])[NH2:37])[C@@H:30]([CH3:33])[CH2:31][CH3:32])[C@@H:4]([CH3:20])[C:5]([NH:7][C@H:8]([C:16]([O:18][CH3:19])=[O:17])[CH2:9][C:10]1[CH:15]=[CH:14][CH:13]=[CH:12][CH:11]=1)=[O:6].C1C2C(COC([NH:63][C@@:64]([C:69](O)=[O:70])([CH3:68])[CH:65]([CH3:67])[CH3:66])=O)C3C(=CC=CC=3)C=2C=CC=1.CCN(C(C)C)C(C)C.CN(C(ON1N=NC2C=CC=NC1=2)=[N+](C)C)C.F[P-](F)(F)(F)(F)F.C(NCC)C. The catalyst is ClCCl. The product is [CH3:66][CH:65]([CH3:67])[C@:64]([C:69]([NH:37][C@H:36]([C:35]([N:34]([C@@H:29]([C@@H:30]([CH3:33])[CH2:31][CH3:32])[C@H:28]([O:43][CH3:44])[CH2:27][C:26]([N:22]1[CH2:23][CH2:24][CH2:25][C@H:21]1[C@H:3]([O:2][CH3:1])[C@@H:4]([CH3:20])[C:5]([NH:7][C@@H:8]([CH2:9][C:10]1[CH:11]=[CH:12][CH:13]=[CH:14][CH:15]=1)[C:16]([O:18][CH3:19])=[O:17])=[O:6])=[O:45])[CH3:42])=[O:41])[CH:38]([CH3:39])[CH3:40])=[O:70])([CH3:68])[NH2:63]. The yield is 0.690. (7) The reactants are [CH2:1]([CH:8]1[CH2:13][CH2:12][NH:11][CH2:10][CH2:9]1)[C:2]1[CH:7]=[CH:6][CH:5]=[CH:4][CH:3]=1.[CH2:14]1[CH2:24][CH2:23][N:22]2C(=N[CH2:19][CH2:20][CH2:21]2)C[CH2:15]1.C(C=C)=O.[NH2:29][C:30]1C=NC=CC=1.C(O[BH-](OC(=O)C)OC(=O)C)(=O)C.[Na+]. The catalyst is [OH-].[Na+]. The product is [CH2:1]([CH:8]1[CH2:13][CH2:12][N:11]([CH2:19][CH2:20][CH2:21][NH:22][C:23]2[CH:30]=[N:29][CH:15]=[CH:14][CH:24]=2)[CH2:10][CH2:9]1)[C:2]1[CH:7]=[CH:6][CH:5]=[CH:4][CH:3]=1. The yield is 0.378. (8) The reactants are Br[C:2]1[N:3]=[C:4]([NH2:16])[C:5]2[N:6]([N:8]=[C:9]([C:11]3[O:12][CH:13]=[CH:14][CH:15]=3)[N:10]=2)[CH:7]=1.[IH:17]. The catalyst is CCO. The product is [O:12]1[CH:13]=[CH:14][CH:15]=[C:11]1[C:9]1[N:10]=[C:5]2[C:4]([NH2:16])=[N:3][C:2]([I:17])=[CH:7][N:6]2[N:8]=1. The yield is 0.920. (9) The reactants are [C:1]([NH:8][CH2:9][CH2:10][C:11]1[CH:17]=[CH:16][C:14]([NH2:15])=[CH:13][CH:12]=1)([O:3][C:4]([CH3:7])([CH3:6])[CH3:5])=[O:2].[C:18]1([C:24]([CH:26]=O)=[O:25])[CH:23]=[CH:22][CH:21]=[CH:20][CH:19]=1.[BH3-]C#N.[Na+]. The catalyst is CO. The product is [C:18]1([CH:24]([OH:25])[CH2:26][NH:15][C:14]2[CH:16]=[CH:17][C:11]([CH2:10][CH2:9][NH:8][C:1]([O:3][C:4]([CH3:6])([CH3:7])[CH3:5])=[O:2])=[CH:12][CH:13]=2)[CH:23]=[CH:22][CH:21]=[CH:20][CH:19]=1. The yield is 0.910.